From a dataset of Forward reaction prediction with 1.9M reactions from USPTO patents (1976-2016). Predict the product of the given reaction. (1) The product is: [C:25]([O:24][C:22](=[O:23])[CH2:21][N:17]1[C:18]2[C:14](=[CH:13][C:12]([Cl:11])=[CH:20][CH:19]=2)[C:15]2([C:33](=[O:34])[N:32]([CH2:2][C:3]3[N:4]=[C:5]([CH:8]([CH3:10])[CH3:9])[S:6][CH:7]=3)[C:31](=[O:35])[N:30]2[CH3:36])[C:16]1=[O:29])([CH3:28])([CH3:26])[CH3:27]. Given the reactants Cl[CH2:2][C:3]1[N:4]=[C:5]([CH:8]([CH3:10])[CH3:9])[S:6][CH:7]=1.[Cl:11][C:12]1[CH:13]=[C:14]2[C:18](=[CH:19][CH:20]=1)[N:17]([CH2:21][C:22]([O:24][C:25]([CH3:28])([CH3:27])[CH3:26])=[O:23])[C:16](=[O:29])[C:15]12[C:33](=[O:34])[NH:32][C:31](=[O:35])[N:30]1[CH3:36].C(=O)([O-])O.[Na+].[I-].[K+], predict the reaction product. (2) Given the reactants [CH3:1][O:2][C:3]1[CH:4]=[C:5]([CH2:20][C:21]([OH:23])=O)[CH:6]=[CH:7][C:8]=1[NH:9][C:10]([NH:12][C:13]1[CH:18]=[CH:17][CH:16]=[CH:15][C:14]=1[CH3:19])=[O:11].F[P-](F)(F)(F)(F)F.N1(OC(N(C)C)=[N+](C)C)C2N=CC=CC=2N=N1.C(N(C(C)C)CC)(C)C.[C:57]([O:61][C:62](=[O:76])[CH2:63][C:64]1([C:69]2[CH:74]=[CH:73][C:72]([NH2:75])=[CH:71][CH:70]=2)[CH2:68][CH2:67][CH2:66][CH2:65]1)([CH3:60])([CH3:59])[CH3:58], predict the reaction product. The product is: [C:57]([O:61][C:62](=[O:76])[CH2:63][C:64]1([C:69]2[CH:74]=[CH:73][C:72]([NH:75][C:21](=[O:23])[CH2:20][C:5]3[CH:6]=[CH:7][C:8]([NH:9][C:10]([NH:12][C:13]4[CH:18]=[CH:17][CH:16]=[CH:15][C:14]=4[CH3:19])=[O:11])=[C:3]([O:2][CH3:1])[CH:4]=3)=[CH:71][CH:70]=2)[CH2:68][CH2:67][CH2:66][CH2:65]1)([CH3:60])([CH3:58])[CH3:59]. (3) The product is: [Cl:1][C:2]1[CH:3]=[C:4]([N:9]([CH2:31][C:28]2[CH:29]=[CH:30][C:25]([C:24]([O:23][CH3:22])=[O:33])=[CH:26][CH:27]=2)[C:10]2[N:14]([CH3:15])[C:13]3[CH:16]=[CH:17][CH:18]=[CH:19][C:12]=3[N:11]=2)[CH:5]=[C:6]([Cl:8])[CH:7]=1. Given the reactants [Cl:1][C:2]1[CH:3]=[C:4]([NH:9][C:10]2[N:14]([CH3:15])[C:13]3[CH:16]=[CH:17][CH:18]=[CH:19][C:12]=3[N:11]=2)[CH:5]=[C:6]([Cl:8])[CH:7]=1.[H-].[Na+].[CH3:22][O:23][C:24](=[O:33])[C:25]1[CH:30]=[CH:29][C:28]([CH2:31]Br)=[CH:27][CH:26]=1, predict the reaction product. (4) Given the reactants [F:1][C:2]1[C:7]([N:8]2[CH2:13][CH2:12][O:11][CH2:10][CH2:9]2)=[CH:6][C:5]([NH2:14])=[C:4]([N+:15]([O-])=O)[CH:3]=1.[H][H], predict the reaction product. The product is: [F:1][C:2]1[CH:3]=[C:4]([NH2:15])[C:5]([NH2:14])=[CH:6][C:7]=1[N:8]1[CH2:9][CH2:10][O:11][CH2:12][CH2:13]1. (5) The product is: [Br:31][CH2:10][C:7]1[N:6]=[C:5]([CH3:11])[C:4]([N+:1]([O-:3])=[O:2])=[CH:9][CH:8]=1. Given the reactants [N+:1]([C:4]1[C:5]([CH3:11])=[N:6][C:7]([CH3:10])=[CH:8][CH:9]=1)([O-:3])=[O:2].CC(N=NC(C#N)(C)C)(C#N)C.C1C(=O)N([Br:31])C(=O)C1, predict the reaction product. (6) Given the reactants [C:1]([N:4]1[CH2:9][CH2:8][CH:7]([N:10]([C:19]2[C:24]([Br:25])=[CH:23][N:22]=[C:21]([C:26]#[N:27])[N:20]=2)[NH:11]C(OC(C)(C)C)=O)[CH2:6][CH2:5]1)(=[O:3])[CH3:2].C1(C)C=CC(S(O)(=O)=O)=CC=1, predict the reaction product. The product is: [C:1]([N:4]1[CH2:5][CH2:6][CH:7]([N:10]([C:19]2[C:24]([Br:25])=[CH:23][N:22]=[C:21]([C:26]#[N:27])[N:20]=2)[NH2:11])[CH2:8][CH2:9]1)(=[O:3])[CH3:2]. (7) Given the reactants [CH:1]([NH:5][C:6](=[O:26])[CH:7]([O:13][C:14]1[CH:19]=[CH:18][C:17]([C:20]#[N:21])=[C:16]([C:22]([F:25])([F:24])[F:23])[CH:15]=1)[C:8]([CH3:12])([CH3:11])[CH2:9][OH:10])([CH2:3][CH3:4])[CH3:2].[CH3:27][S:28](Cl)(=[O:30])=[O:29], predict the reaction product. The product is: [CH:1]([NH:5][C:6]([CH:7]([O:13][C:14]1[CH:19]=[CH:18][C:17]([C:20]#[N:21])=[C:16]([C:22]([F:24])([F:25])[F:23])[CH:15]=1)[C:8]([CH3:11])([CH3:12])[CH2:9][O:10][S:28]([CH3:27])(=[O:30])=[O:29])=[O:26])([CH2:3][CH3:4])[CH3:2]. (8) The product is: [CH2:30]([C:2]1[S:6][C:5]([CH2:7][O:8][C:9]2[C:10]([F:19])=[C:11]([C:15]([F:18])=[CH:16][CH:17]=2)[C:12]([NH2:14])=[O:13])=[N:4][C:3]=1[C:20]1[CH:25]=[CH:24][C:23]([O:26][CH3:27])=[CH:22][CH:21]=1)[CH:29]=[CH2:28]. Given the reactants Br[C:2]1[S:6][C:5]([CH2:7][O:8][C:9]2[C:10]([F:19])=[C:11]([C:15]([F:18])=[CH:16][CH:17]=2)[C:12]([NH2:14])=[O:13])=[N:4][C:3]=1[C:20]1[CH:25]=[CH:24][C:23]([O:26][CH3:27])=[CH:22][CH:21]=1.[CH2:28]([Sn](CCCC)(CCCC)CCCC)[CH:29]=[CH2:30].O, predict the reaction product.